Dataset: Merck oncology drug combination screen with 23,052 pairs across 39 cell lines. Task: Regression. Given two drug SMILES strings and cell line genomic features, predict the synergy score measuring deviation from expected non-interaction effect. (1) Drug 1: N#Cc1ccc(Cn2cncc2CN2CCN(c3cccc(Cl)c3)C(=O)C2)cc1. Drug 2: NC1(c2ccc(-c3nc4ccn5c(=O)[nH]nc5c4cc3-c3ccccc3)cc2)CCC1. Cell line: NCIH2122. Synergy scores: synergy=26.1. (2) Drug 1: CCN(CC)CCNC(=O)c1c(C)[nH]c(C=C2C(=O)Nc3ccc(F)cc32)c1C. Drug 2: NC1CCCCC1N.O=C(O)C(=O)O.[Pt+2]. Cell line: A375. Synergy scores: synergy=-5.75.